Dataset: Catalyst prediction with 721,799 reactions and 888 catalyst types from USPTO. Task: Predict which catalyst facilitates the given reaction. (1) Reactant: C[C@@H](N)C1C=CC=CC=1.[OH:10][C:11]1[CH:16]=[CH:15][C:14]([C@H:17]([C:22]#[C:23][CH3:24])[CH2:18][C:19]([OH:21])=[O:20])=[CH:13][CH:12]=1.S([O-])(O)(=O)=O.[K+]. The catalyst class is: 13. Product: [OH:10][C:11]1[CH:12]=[CH:13][C:14]([C@H:17]([C:22]#[C:23][CH3:24])[CH2:18][C:19]([OH:21])=[O:20])=[CH:15][CH:16]=1. (2) Reactant: [Cl:1][C:2]1[C:7]([CH2:8][OH:9])=[CH:6][CH:5]=[C:4]([Cl:10])[N:3]=1.CC(OI1(OC(C)=O)(OC(C)=O)OC(=O)C2C=CC=CC1=2)=O. Product: [Cl:1][C:2]1[N:3]=[C:4]([Cl:10])[CH:5]=[CH:6][C:7]=1[CH:8]=[O:9]. The catalyst class is: 2.